From a dataset of Forward reaction prediction with 1.9M reactions from USPTO patents (1976-2016). Predict the product of the given reaction. (1) Given the reactants [S:1]1[CH:5]=[CH:4][C:3]2[CH:6]=[CH:7][CH:8]=[CH:9][C:2]1=2.[C:10]([O:14][C:15]([N:17]1[CH2:22][CH2:21][CH2:20][CH2:19][CH:18]1[C:23](=[O:28])N(OC)C)=[O:16])([CH3:13])([CH3:12])[CH3:11], predict the reaction product. The product is: [C:10]([O:14][C:15]([N:17]1[CH2:22][CH2:21][CH2:20][CH2:19][CH:18]1[C:23]([C:5]1[S:1][C:2]2[CH:9]=[CH:8][CH:7]=[CH:6][C:3]=2[CH:4]=1)=[O:28])=[O:16])([CH3:13])([CH3:12])[CH3:11]. (2) The product is: [CH3:16][C:7]1[C:6]([CH:4]=[O:5])=[CH:11][CH:10]=[C:9]([C:12]([F:14])([F:13])[F:15])[N:8]=1. Given the reactants CON(C)[C:4]([C:6]1[C:7]([CH3:16])=[N:8][C:9]([C:12]([F:15])([F:14])[F:13])=[CH:10][CH:11]=1)=[O:5].[H-].[Al+3].[Li+].[H-].[H-].[H-], predict the reaction product.